This data is from Forward reaction prediction with 1.9M reactions from USPTO patents (1976-2016). The task is: Predict the product of the given reaction. Given the reactants [F:1][C:2]1[CH:3]=[C:4]([CH:15]=[CH:16][C:17]=1[F:18])[C:5]([N:7]([CH3:14])[C@@H:8]([CH:11]([CH3:13])[CH3:12])[CH:9]=O)=[O:6].Cl.[CH3:20][O:21][CH2:22][CH:23]1[CH2:26][NH:25][CH2:24]1.[B-]C#N.[Na+], predict the reaction product. The product is: [F:1][C:2]1[CH:3]=[C:4]([CH:15]=[CH:16][C:17]=1[F:18])[C:5]([N:7]([C@@H:8]([CH:11]([CH3:13])[CH3:12])[CH2:9][N:25]1[CH2:26][CH:23]([CH2:22][O:21][CH3:20])[CH2:24]1)[CH3:14])=[O:6].